Dataset: Forward reaction prediction with 1.9M reactions from USPTO patents (1976-2016). Task: Predict the product of the given reaction. Given the reactants [P:1]([O:28]CC)([O:25]CC)([O:3][C:4]1[CH:9]=[CH:8][C:7](/[CH:10]=[C:11]2/[C:12](=[O:24])[NH:13][C:14]3[C:19]/2=[CH:18][C:17]([O:20][CH3:21])=[C:16]([O:22][CH3:23])[CH:15]=3)=[CH:6][CH:5]=1)=[O:2].C[Si](Br)(C)C.Cl, predict the reaction product. The product is: [CH3:21][O:20][C:17]1[CH:18]=[C:19]2[C:14](=[CH:15][C:16]=1[O:22][CH3:23])[NH:13][C:12](=[O:24])/[C:11]/2=[CH:10]/[C:7]1[CH:6]=[CH:5][C:4]([O:3][P:1](=[O:2])([OH:28])[OH:25])=[CH:9][CH:8]=1.